Task: Predict the reaction yield, written as a fraction of the theoretical maximum amount of product (1.0 means a 100% yield; for example, 0.34 means a 34% yield).. Dataset: Reaction yield outcomes from USPTO patents with 853,638 reactions (1) The reactants are Br[C:2]1[N:6](S(C2C=CC=CC=2)(=O)=O)[CH:5]=[C:4]([C:16]([O:18][CH3:19])=[O:17])[C:3]=1[CH2:20][CH2:21][CH3:22].[C:23]1(B(O)O)[CH:28]=[CH:27][CH:26]=[CH:25][CH:24]=1.C(=O)([O-])[O-].[Na+].[Na+]. The catalyst is C1C=CC([P]([Pd]([P](C2C=CC=CC=2)(C2C=CC=CC=2)C2C=CC=CC=2)([P](C2C=CC=CC=2)(C2C=CC=CC=2)C2C=CC=CC=2)[P](C2C=CC=CC=2)(C2C=CC=CC=2)C2C=CC=CC=2)(C2C=CC=CC=2)C2C=CC=CC=2)=CC=1. The product is [C:23]1([C:2]2[NH:6][CH:5]=[C:4]([C:16]([O:18][CH3:19])=[O:17])[C:3]=2[CH2:20][CH2:21][CH3:22])[CH:28]=[CH:27][CH:26]=[CH:25][CH:24]=1. The yield is 0.800. (2) The reactants are [C:1](Cl)(=[O:8])[C:2]1[CH:7]=[CH:6][CH:5]=[CH:4][CH:3]=1.[NH2:10][C@@H:11]1[CH2:16][CH2:15][CH2:14][N:13](C(OC(C)(C)C)=O)[CH2:12]1.CCN(C(C)C)C(C)C.C(O)C(N)(CO)CO. The catalyst is ClCCl. The product is [NH:13]1[CH2:14][CH2:15][CH2:16][C@@H:11]([NH:10][C:1](=[O:8])[C:2]2[CH:7]=[CH:6][CH:5]=[CH:4][CH:3]=2)[CH2:12]1. The yield is 0.685. (3) The reactants are Br[C:2]1[N:6]=[CH:5][N:4]([C:7]2[CH:12]=[CH:11][C:10]([O:13][C:14]([F:17])([F:16])[F:15])=[CH:9][CH:8]=2)[N:3]=1.[CH3:18][C:19]1[CH:26]=[C:25](B2OC(C)(C)C(C)(C)O2)[CH:24]=[CH:23][C:20]=1[CH:21]=[O:22].C(=O)(O)[O-].[Na+].O1CCOCC1. The catalyst is C(OCC)(=O)C.[Pd].C1(P(C2C=CC=CC=2)C2C=CC=CC=2)C=CC=CC=1.C1(P(C2C=CC=CC=2)C2C=CC=CC=2)C=CC=CC=1.C1(P(C2C=CC=CC=2)C2C=CC=CC=2)C=CC=CC=1.C1(P(C2C=CC=CC=2)C2C=CC=CC=2)C=CC=CC=1.O. The product is [CH3:18][C:19]1[CH:26]=[C:25]([C:2]2[N:6]=[CH:5][N:4]([C:7]3[CH:12]=[CH:11][C:10]([O:13][C:14]([F:17])([F:16])[F:15])=[CH:9][CH:8]=3)[N:3]=2)[CH:24]=[CH:23][C:20]=1[CH:21]=[O:22]. The yield is 0.570. (4) The reactants are [Br:1][C:2]1[CH:7]=[CH:6][C:5]([S:8](Cl)(=[O:10])=[O:9])=[CH:4][CH:3]=1.C(N(CC)CC)C.[NH2:19][C:20]([CH3:24])([CH3:23])[CH2:21][OH:22]. The catalyst is ClCCl. The product is [Br:1][C:2]1[CH:7]=[CH:6][C:5]([S:8]([NH:19][C:20]([CH3:24])([CH3:23])[CH2:21][OH:22])(=[O:10])=[O:9])=[CH:4][CH:3]=1. The yield is 0.600. (5) The reactants are [C-:1]#[N:2].[Na+].C(O)(=O)[C:5]1[C:6](=[CH:8][CH:9]=[CH:10][CH:11]=1)[NH2:7].[CH3:14][C:15]([CH3:17])=O.C(O[CH2:22][CH3:23])(=O)C.[C:24](O)(=O)[CH3:25]. No catalyst specified. The product is [CH3:14][C:15]1[CH:17]=[CH:23][C:22]([NH:7][C:6]2([C:1]#[N:2])[CH2:5][CH2:11][CH2:10][CH2:9][CH2:8]2)=[CH:25][CH:24]=1. The yield is 0.900. (6) The yield is 0.350. The reactants are [CH3:1][C:2]1([CH3:16])[C:7]2[CH:8]=[C:9](B(O)O)[CH:10]=[CH:11][C:6]=2[NH:5][C:4](=[O:15])[O:3]1.Br[C:18]1[CH:19]=[C:20]([C:24]2[N:28]=[CH:27][S:26][N:25]=2)[CH:21]=[CH:22][CH:23]=1. The product is [S:26]1[CH:27]=[N:28][C:24]([C:20]2[CH:21]=[CH:22][CH:23]=[CH:18][C:19]=2[C:9]2[CH:10]=[CH:11][C:6]3[NH:5][C:4](=[O:15])[O:3][C:2]([CH3:16])([CH3:1])[C:7]=3[CH:8]=2)=[N:25]1. No catalyst specified.